This data is from Catalyst prediction with 721,799 reactions and 888 catalyst types from USPTO. The task is: Predict which catalyst facilitates the given reaction. Reactant: [Br:1][C:2]1[N:3]=[C:4]([C:9]2[O:10][C:11]([C:14]3[S:15][CH:16]=[CH:17][C:18]=3[CH3:19])=[N:12][N:13]=2)[C:5]([NH2:8])=[N:6][CH:7]=1.C1COCC1.C(=O)(OC(C)(C)C)[O:26][C:27]([O:29][C:30]([CH3:33])([CH3:32])[CH3:31])=O. Product: [Br:1][C:2]1[N:3]=[C:4]([C:9]2[O:10][C:11]([C:14]3[S:15][CH:16]=[CH:17][C:18]=3[CH3:19])=[N:12][N:13]=2)[C:5]([NH:8][C:27](=[O:26])[O:29][C:30]([CH3:33])([CH3:32])[CH3:31])=[N:6][CH:7]=1. The catalyst class is: 79.